Dataset: Choline transporter screen with 302,306 compounds. Task: Binary Classification. Given a drug SMILES string, predict its activity (active/inactive) in a high-throughput screening assay against a specified biological target. (1) The drug is Clc1ccc(n2nnnc2CN2CCOCC2)cc1. The result is 0 (inactive). (2) The drug is O=C(NCCCN(C)C)c1[nH]cc(c1)C(=O)Cc1ccccc1. The result is 0 (inactive). (3) The result is 0 (inactive). The compound is O1CCN(CC1)c1ncnc(NC(=O)c2ccccc2)c1. (4) The molecule is Clc1c(ncc(c1)C(F)(F)F)C(/C=N\c1ccc(Cl)cc1)=C/NOC. The result is 0 (inactive). (5) The drug is O1C(CCC1)CNC(=O)c1[nH]cc(C(=O)C2CC2)c1. The result is 0 (inactive). (6) The compound is S(=O)(=O)(N1CCCC1)c1cc(ccc1)c1n(c2ccccc2)c(SCC(=O)Nc2ccc(cc2)C(O)=O)nn1. The result is 0 (inactive). (7) The molecule is o1c2c(n(CCCC(=O)Nc3cccnc3)c1=O)cccc2. The result is 0 (inactive). (8) The drug is S(=O)(=O)(N1CCCC1)c1ccc(cc1)C(=O)Nc1cc2c(cc1)C(=O)NC2=O. The result is 0 (inactive). (9) The compound is Clc1cc(C(=O)Cn2nc(c([N+]([O-])=O)c2C)C)ccc1. The result is 0 (inactive).